Dataset: Full USPTO retrosynthesis dataset with 1.9M reactions from patents (1976-2016). Task: Predict the reactants needed to synthesize the given product. (1) Given the product [CH:22]1([C:2]2[C:3]([O:9][CH2:10][C@H:11]3[CH2:13][C@@H:12]3[C:14]3[CH:19]=[CH:18][C:17]([CH3:20])=[CH:16][N:15]=3)=[N:4][C:5]([CH3:8])=[N:6][CH:7]=2)[CH2:27][CH2:26][CH2:25][CH2:24][CH2:23]1, predict the reactants needed to synthesize it. The reactants are: Br[C:2]1[C:3]([O:9][CH2:10][C@H:11]2[CH2:13][C@@H:12]2[C:14]2[CH:19]=[CH:18][C:17]([CH3:20])=[CH:16][N:15]=2)=[N:4][C:5]([CH3:8])=[N:6][CH:7]=1.[Br-].[CH:22]1([Zn+])[CH2:27][CH2:26][CH2:25][CH2:24][CH2:23]1. (2) Given the product [CH2:1]([N:9]([C:24]1[CH:33]=[CH:32][C:31]2[C:30]([CH3:35])([CH3:34])[CH2:29][CH2:28][C:27]([CH3:37])([CH3:36])[C:26]=2[CH:25]=1)[C:10](=[O:23])[NH:11][C:12]1[CH:22]=[CH:21][C:15]([C:16]([OH:18])=[O:17])=[CH:14][CH:13]=1)[CH2:2][C:3]1[CH:4]=[CH:5][CH:6]=[CH:7][CH:8]=1, predict the reactants needed to synthesize it. The reactants are: [CH2:1]([N:9]([C:24]1[CH:33]=[CH:32][C:31]2[C:30]([CH3:35])([CH3:34])[CH2:29][CH2:28][C:27]([CH3:37])([CH3:36])[C:26]=2[CH:25]=1)[C:10](=[O:23])[NH:11][C:12]1[CH:22]=[CH:21][C:15]([C:16]([O:18]CC)=[O:17])=[CH:14][CH:13]=1)[CH2:2][C:3]1[CH:8]=[CH:7][CH:6]=[CH:5][CH:4]=1.[OH-].[K+].Cl.